Dataset: Full USPTO retrosynthesis dataset with 1.9M reactions from patents (1976-2016). Task: Predict the reactants needed to synthesize the given product. (1) Given the product [CH:7](=[C:2](/[N:3]=[C:4]([Br:8])[CH:5]=[CH2:10])\[C:19](=[O:20])[CH2:18][CH2:17][CH:16]([O:15][CH3:14])[O:25][CH3:26])/[CH3:6], predict the reactants needed to synthesize it. The reactants are: Br[C:2]1[CH:7]=[CH:6][CH:5]=[C:4]([Br:8])[N:3]=1.[Li][CH2:10]CCC.[CH3:14][O:15][CH:16]([O:25][CH3:26])[CH2:17][CH2:18][C:19](N(OC)C)=[O:20]. (2) Given the product [CH3:8][O:9][C:10](=[O:35])/[CH:11]=[CH:12]/[C:13]1[CH:14]=[C:15]2[C:31](=[CH:32][CH:33]=1)[O:30][C:18]1([CH2:22][CH2:21][NH:20][CH2:19]1)[CH2:17][C:16]2=[O:34], predict the reactants needed to synthesize it. The reactants are: Cl.O1CCOCC1.[CH3:8][O:9][C:10](=[O:35])/[CH:11]=[CH:12]/[C:13]1[CH:14]=[C:15]2[C:31](=[CH:32][CH:33]=1)[O:30][C:18]1([CH2:22][CH2:21][N:20](C(OC(C)(C)C)=O)[CH2:19]1)[CH2:17][C:16]2=[O:34]. (3) Given the product [C:1]([N:13]1[CH:12]2[CH:8]1[CH2:9][N:10]([C:14]1[CH:19]=[CH:18][C:17]([N:20]3[CH2:24][C@H:23]([CH2:25][NH:26][C:27](=[O:29])[CH3:28])[O:22][C:21]3=[O:30])=[CH:16][C:15]=1[F:31])[CH2:11]2)(=[O:3])[CH3:2], predict the reactants needed to synthesize it. The reactants are: [C:1](OC(=O)C)(=[O:3])[CH3:2].[CH:8]12[NH:13][CH:12]1[CH2:11][N:10]([C:14]1[CH:19]=[CH:18][C:17]([N:20]3[CH2:24][C@H:23]([CH2:25][NH:26][C:27](=[O:29])[CH3:28])[O:22][C:21]3=[O:30])=[CH:16][C:15]=1[F:31])[CH2:9]2.C(N(CC)CC)C. (4) Given the product [Br:1][C:2]1[S:6][C:5]([C:7]([NH:25][CH:22]2[CH2:23][CH2:24][O:19][CH2:20][CH2:21]2)=[O:9])=[N:4][C:3]=1[CH2:12][CH:13]1[CH2:14][CH2:15][CH2:16][CH2:17][CH2:18]1, predict the reactants needed to synthesize it. The reactants are: [Br:1][C:2]1[S:6][C:5]([C:7]([O:9]CC)=O)=[N:4][C:3]=1[CH2:12][CH:13]1[CH2:18][CH2:17][CH2:16][CH2:15][CH2:14]1.[O:19]1[CH2:24][CH2:23][CH:22]([NH2:25])[CH2:21][CH2:20]1. (5) Given the product [OH:40][C:37]1([C:35]([NH:1][C@@H:2]2[CH2:7][CH2:6][C@H:5]([NH:8][C:9]([C:11]3[C:15]4[N:16]=[CH:17][N:18]=[C:19]([C:20]5[C:28]6[O:27][CH2:26][O:25][C:24]=6[CH:23]=[CH:22][C:21]=5[O:29][CH2:30][CH:31]5[CH2:33][CH2:32]5)[C:14]=4[NH:13][CH:12]=3)=[O:10])[CH2:4][CH2:3]2)=[O:36])[CH2:39][CH2:38]1, predict the reactants needed to synthesize it. The reactants are: [NH2:1][C@@H:2]1[CH2:7][CH2:6][C@H:5]([NH:8][C:9]([C:11]2[C:15]3[N:16]=[CH:17][N:18]=[C:19]([C:20]4[C:28]5[O:27][CH2:26][O:25][C:24]=5[CH:23]=[CH:22][C:21]=4[O:29][CH2:30][CH:31]4[CH2:33][CH2:32]4)[C:14]=3[NH:13][CH:12]=2)=[O:10])[CH2:4][CH2:3]1.Cl[C:35]([C:37]1([O:40]C(=O)C)[CH2:39][CH2:38]1)=[O:36]. (6) The reactants are: [CH2:1]([N:8]([CH:12]1[CH2:14][CH2:13]1)[C:9]([Cl:11])=[O:10])[C:2]1[CH:7]=[CH:6]C=[CH:4][CH:3]=1.C1(NCC2CC[O:23]CC2)CC1.C(NCC1CC1)C1C=CC=CC=1. Given the product [CH:12]1([N:8]([CH2:1][CH:2]2[CH2:7][CH2:6][O:23][CH2:4][CH2:3]2)[C:9]([Cl:11])=[O:10])[CH2:14][CH2:13]1, predict the reactants needed to synthesize it. (7) Given the product [OH:1][C@@H:2]([C@H:4]1[C:24](=[O:25])[N:6]2[C:7]([C:21]([O:23][CH2:31][O:30][C:27](=[O:29])[CH3:28])=[O:22])=[C:8]([S:11]/[CH:12]=[CH:13]\[C:14]3[S:18][CH:17]=[N:16][C:15]=3[CH2:19][OH:20])[C@H:9]([CH3:10])[C@H:5]12)[CH3:3], predict the reactants needed to synthesize it. The reactants are: [OH:1][C@@H:2]([C@H:4]1[C:24](=[O:25])[N:6]2[C:7]([C:21]([O-:23])=[O:22])=[C:8]([S:11]/[CH:12]=[CH:13]\[C:14]3[S:18][CH:17]=[N:16][C:15]=3[CH2:19][OH:20])[C@H:9]([CH3:10])[C@H:5]12)[CH3:3].[Na+].[C:27]([O:30][CH2:31]Br)(=[O:29])[CH3:28].